Predict the reactants needed to synthesize the given product. From a dataset of Full USPTO retrosynthesis dataset with 1.9M reactions from patents (1976-2016). (1) Given the product [F:1]/[C:2](=[C:8](/[C:10]1[CH:11]=[C:12]2[C:17](=[CH:18][C:19]=1[O:20][CH3:21])[O:16][C:15]([CH3:23])([CH3:22])[CH:14]=[C:13]2[CH:24]([CH3:26])[CH3:25])\[CH3:9])/[CH2:3][OH:4], predict the reactants needed to synthesize it. The reactants are: [F:1]/[C:2](=[C:8](/[C:10]1[CH:11]=[C:12]2[C:17](=[CH:18][C:19]=1[O:20][CH3:21])[O:16][C:15]([CH3:23])([CH3:22])[CH:14]=[C:13]2[CH:24]([CH3:26])[CH3:25])\[CH3:9])/[C:3](OCC)=[O:4].[H-].C([Al+]CC(C)C)C(C)C. (2) Given the product [Cl:40][C:26]1[C:27]([NH:29][C@@H:30]2[C@@H:35]3[CH2:36][C@@H:32]([CH:33]=[CH:34]3)[C@@H:31]2[C:37]([NH2:39])=[O:38])=[N:28][C:23]([NH:1][C:2]2[C:19]([O:20][CH3:21])=[CH:18][C:5]3[CH2:6][CH2:7][N:8]([CH2:11][C@H:12]([OH:17])[C:13]([F:14])([F:15])[F:16])[CH2:9][CH2:10][C:4]=3[CH:3]=2)=[N:24][CH:25]=1, predict the reactants needed to synthesize it. The reactants are: [NH2:1][C:2]1[C:19]([O:20][CH3:21])=[CH:18][C:5]2[CH2:6][CH2:7][N:8]([CH2:11][C@H:12]([OH:17])[C:13]([F:16])([F:15])[F:14])[CH2:9][CH2:10][C:4]=2[CH:3]=1.Cl[C:23]1[N:28]=[C:27]([NH:29][C@@H:30]2[C@@H:35]3[CH2:36][C@@H:32]([CH:33]=[CH:34]3)[C@@H:31]2[C:37]([NH2:39])=[O:38])[C:26]([Cl:40])=[CH:25][N:24]=1.C12(CS(O)(=O)=O)C(C)(C)C(CC1)CC2=O. (3) The reactants are: [F:1][CH:2]([CH3:28])[CH2:3][N:4]1[CH2:9][CH2:8][CH:7]([CH2:10][O:11][C:12]2[CH:17]=[CH:16][C:15]([C:18]3[CH:23]=[CH:22][C:21]([C:24]([O:26]C)=[O:25])=[CH:20][CH:19]=3)=[CH:14][CH:13]=2)[CH2:6][CH2:5]1.CO.O.O[Li].O. Given the product [F:1][CH:2]([CH3:28])[CH2:3][N:4]1[CH2:9][CH2:8][CH:7]([CH2:10][O:11][C:12]2[CH:17]=[CH:16][C:15]([C:18]3[CH:19]=[CH:20][C:21]([C:24]([OH:26])=[O:25])=[CH:22][CH:23]=3)=[CH:14][CH:13]=2)[CH2:6][CH2:5]1, predict the reactants needed to synthesize it. (4) Given the product [C@@H:20]1([NH:19][C:2]2[C:3]3[CH:10]=[CH:9][N:8]([C@H:11]4[CH2:15][C@H:14]([OH:16])[C@H:13]([CH2:17][OH:18])[CH2:12]4)[C:4]=3[N:5]=[CH:6][N:7]=2)[C:28]2[C:23](=[CH:24][CH:25]=[CH:26][CH:27]=2)[CH2:22][CH2:21]1, predict the reactants needed to synthesize it. The reactants are: Cl[C:2]1[C:3]2[CH:10]=[CH:9][N:8]([C@H:11]3[CH2:15][C@H:14]([OH:16])[C@H:13]([CH2:17][OH:18])[CH2:12]3)[C:4]=2[N:5]=[CH:6][N:7]=1.[NH2:19][C@@H:20]1[C:28]2[C:23](=[CH:24][CH:25]=[CH:26][CH:27]=2)[CH2:22][CH2:21]1.C(N(C(C)C)CC)(C)C. (5) The reactants are: [C:1]1([CH2:7][O:8][C:9]2[CH:23]=[CH:22][C:21]([O:24][CH2:25][C@@H:26]3[CH2:30][CH2:29][CH2:28][NH:27]3)=[CH:20][C:10]=2[C:11]([NH:13][C:14]2[CH:15]=[N:16][CH:17]=[CH:18][CH:19]=2)=[O:12])[CH:6]=[CH:5][CH:4]=[CH:3][CH:2]=1.C=O.[C:33](=O)=O.C([O-])(O)=O.[Na+]. Given the product [CH3:33][N:27]1[CH2:28][CH2:29][CH2:30][C@H:26]1[CH2:25][O:24][C:21]1[CH:22]=[CH:23][C:9]([O:8][CH2:7][C:1]2[CH:2]=[CH:3][CH:4]=[CH:5][CH:6]=2)=[C:10]([CH:20]=1)[C:11]([NH:13][C:14]1[CH:15]=[N:16][CH:17]=[CH:18][CH:19]=1)=[O:12], predict the reactants needed to synthesize it. (6) The reactants are: C[O:2][C:3]([C:5]1[S:6][C:7]([C:11](=[O:24])[NH:12][CH2:13][C:14]2[CH:22]=[CH:21][CH:20]=[C:19]3[C:15]=2[CH2:16][C:17](=[O:23])[NH:18]3)=[CH:8][C:9]=1[CH3:10])=[O:4].O[Li].O. Given the product [CH3:10][C:9]1[CH:8]=[C:7]([C:11](=[O:24])[NH:12][CH2:13][C:14]2[CH:22]=[CH:21][CH:20]=[C:19]3[C:15]=2[CH2:16][C:17](=[O:23])[NH:18]3)[S:6][C:5]=1[C:3]([OH:4])=[O:2], predict the reactants needed to synthesize it. (7) Given the product [N:1]1([C:7]2[CH:12]=[CH:11][C:10]([C:13](=[O:15])[CH3:14])=[CH:9][CH:8]=2)[CH:5]=[CH:4][CH:3]=[N:2]1, predict the reactants needed to synthesize it. The reactants are: [NH:1]1[CH:5]=[CH:4][CH:3]=[N:2]1.Br[C:7]1[CH:12]=[CH:11][C:10]([C:13](=[O:15])[CH3:14])=[CH:9][CH:8]=1. (8) Given the product [N+:3]([C:6]1[CH:7]=[C:8]([CH:16]([OH:18])[CH3:17])[CH:9]=[C:10]([C:12]([F:13])([F:14])[F:15])[CH:11]=1)([O-:5])=[O:4], predict the reactants needed to synthesize it. The reactants are: [BH4-].[Na+].[N+:3]([C:6]1[CH:7]=[C:8]([C:16](=[O:18])[CH3:17])[CH:9]=[C:10]([C:12]([F:15])([F:14])[F:13])[CH:11]=1)([O-:5])=[O:4].Cl.